Task: Predict the reaction yield, written as a fraction of the theoretical maximum amount of product (1.0 means a 100% yield; for example, 0.34 means a 34% yield).. Dataset: Reaction yield outcomes from USPTO patents with 853,638 reactions The reactants are [OH-].[Na+].[CH2:3]1[C:12]2[C:7](=[CH:8][CH:9]=[CH:10][CH:11]=2)[CH2:6][CH2:5][N:4]1[C:13]1[N:18]=[C:17]([CH3:19])[C:16]([CH:20]([CH2:25][CH2:26][CH3:27])[C:21]([O:23]C)=[O:22])=[C:15]([C:28]2[CH:33]=[CH:32][C:31]([CH3:34])=[CH:30][CH:29]=2)[N:14]=1. The catalyst is CO. The product is [CH2:3]1[C:12]2[C:7](=[CH:8][CH:9]=[CH:10][CH:11]=2)[CH2:6][CH2:5][N:4]1[C:13]1[N:18]=[C:17]([CH3:19])[C:16]([CH:20]([CH2:25][CH2:26][CH3:27])[C:21]([OH:23])=[O:22])=[C:15]([C:28]2[CH:29]=[CH:30][C:31]([CH3:34])=[CH:32][CH:33]=2)[N:14]=1. The yield is 0.720.